From a dataset of Full USPTO retrosynthesis dataset with 1.9M reactions from patents (1976-2016). Predict the reactants needed to synthesize the given product. (1) Given the product [CH:30]([Si:23]([CH:27]([CH3:29])[CH3:28])([CH:24]([CH3:25])[CH3:26])[O:22][C@H:17]1[C@H:16]([O:33][Si:34]([CH:38]([CH3:40])[CH3:39])([CH:35]([CH3:36])[CH3:37])[CH:41]([CH3:42])[CH3:43])[CH:15]=[C:14]([C:10]2[C:9]([N+:44]([O-:46])=[O:45])=[C:8]([Cl:7])[N:13]=[CH:12][N:11]=2)[O:19][C@@H:18]1[CH:20]=[CH2:1])([CH3:31])[CH3:32], predict the reactants needed to synthesize it. The reactants are: [CH3:1]C(C)([O-])C.[K+].[Cl:7][C:8]1[N:13]=[CH:12][N:11]=[C:10]([C:14]2[O:19][C@H:18]([CH:20]=O)[C@@H:17]([O:22][Si:23]([CH:30]([CH3:32])[CH3:31])([CH:27]([CH3:29])[CH3:28])[CH:24]([CH3:26])[CH3:25])[C@H:16]([O:33][Si:34]([CH:41]([CH3:43])[CH3:42])([CH:38]([CH3:40])[CH3:39])[CH:35]([CH3:37])[CH3:36])[CH:15]=2)[C:9]=1[N+:44]([O-:46])=[O:45]. (2) Given the product [NH2:34][C:29]1[C:30]2[C:25](=[CH:24][CH:23]=[C:22]([N:7]3[C:8]([NH:10][C:11]([NH:13][C:14]4[CH:19]=[CH:18][CH:17]=[C:16]([Cl:20])[C:15]=4[Cl:21])=[O:12])=[CH:9][C:5]([C:1]([CH3:4])([CH3:3])[CH3:2])=[N:6]3)[CH:31]=2)[CH2:26][CH2:27][N:28]=1, predict the reactants needed to synthesize it. The reactants are: [C:1]([C:5]1[CH:9]=[C:8]([NH:10][C:11]([NH:13][C:14]2[CH:19]=[CH:18][CH:17]=[C:16]([Cl:20])[C:15]=2[Cl:21])=[O:12])[N:7]([C:22]2[CH:31]=[C:30]3[C:25]([CH2:26][CH2:27][NH:28][C:29]3=S)=[CH:24][CH:23]=2)[N:6]=1)([CH3:4])([CH3:3])[CH3:2].O.[NH3:34].O1CCOCC1. (3) Given the product [CH3:2][O:3][C:4]1[CH:5]=[C:6]([C:12]2[C:13]([CH3:25])([CH3:24])[C:14](=[O:23])[N:15]([CH:17]3[CH2:22][CH2:21][N:20]([S:36]([C:26]4[C:35]5[C:30](=[CH:31][CH:32]=[CH:33][CH:34]=5)[CH:29]=[CH:28][CH:27]=4)(=[O:38])=[O:37])[CH2:19][CH2:18]3)[N:16]=2)[CH:7]=[CH:8][C:9]=1[O:10][CH3:11], predict the reactants needed to synthesize it. The reactants are: Cl.[CH3:2][O:3][C:4]1[CH:5]=[C:6]([C:12]2[C:13]([CH3:25])([CH3:24])[C:14](=[O:23])[N:15]([CH:17]3[CH2:22][CH2:21][NH:20][CH2:19][CH2:18]3)[N:16]=2)[CH:7]=[CH:8][C:9]=1[O:10][CH3:11].[C:26]1([S:36](Cl)(=[O:38])=[O:37])[C:35]2[C:30](=[CH:31][CH:32]=[CH:33][CH:34]=2)[CH:29]=[CH:28][CH:27]=1. (4) Given the product [C:1]([C:5]1[CH:6]=[CH:7][C:8]([Cl:12])=[C:9]([CH:10]=1)[O:11][C:20]1[S:21][CH:22]=[C:23]([C:25]([NH:27][C:28]2[C:29]([O:50][CH3:51])=[N:30][C:31]([NH:36][CH2:37][CH2:38][N:39]([CH:47]([CH3:48])[CH3:49])[C:40](=[O:46])[O:41][C:42]([CH3:44])([CH3:45])[CH3:43])=[N:32][C:33]=2[O:34][CH3:35])=[O:26])[N:24]=1)([CH3:4])([CH3:2])[CH3:3], predict the reactants needed to synthesize it. The reactants are: [C:1]([C:5]1[CH:6]=[CH:7][C:8]([Cl:12])=[C:9]([OH:11])[CH:10]=1)([CH3:4])([CH3:3])[CH3:2].CC(C)([O-])C.[K+].Br[C:20]1[S:21][CH:22]=[C:23]([C:25]([NH:27][C:28]2[C:29]([O:50][CH3:51])=[N:30][C:31]([NH:36][CH2:37][CH2:38][N:39]([CH:47]([CH3:49])[CH3:48])[C:40](=[O:46])[O:41][C:42]([CH3:45])([CH3:44])[CH3:43])=[N:32][C:33]=2[O:34][CH3:35])=[O:26])[N:24]=1. (5) Given the product [CH3:25][S:24][C:19]1[CH:20]=[CH:21][CH:22]=[CH:23][C:18]=1[O:14][CH:11]1[CH2:12][CH2:13][N:8]([C:1]([O:3][C:4]([CH3:7])([CH3:6])[CH3:5])=[O:2])[CH2:9][CH2:10]1, predict the reactants needed to synthesize it. The reactants are: [C:1]([N:8]1[CH2:13][CH2:12][CH:11]([OH:14])[CH2:10][CH2:9]1)([O:3][C:4]([CH3:7])([CH3:6])[CH3:5])=[O:2].[H-].[Na+].F[C:18]1[CH:23]=[CH:22][CH:21]=[CH:20][C:19]=1[S:24][CH3:25]. (6) Given the product [CH2:1]([O:8][C:9]1[CH:10]=[CH:11][C:12]([CH2:15][CH2:16][OH:17])=[CH:13][CH:14]=1)[C:2]1[CH:3]=[CH:4][CH:5]=[CH:6][CH:7]=1, predict the reactants needed to synthesize it. The reactants are: [CH2:1]([O:8][C:9]1[CH:14]=[CH:13][C:12]([CH2:15][C:16](OC)=[O:17])=[CH:11][CH:10]=1)[C:2]1[CH:7]=[CH:6][CH:5]=[CH:4][CH:3]=1. (7) Given the product [NH2:5][C:4]1[CH:6]=[CH:7][C:8]([O:9][C:10]2[CH:15]=[CH:14][N:13]=[C:12]3[CH:16]=[C:17]([C:28]4[CH2:33][CH2:32][N:31]([C:34]([O:36][C:37]([CH3:40])([CH3:39])[CH3:38])=[O:35])[CH2:30][CH:29]=4)[S:18][C:11]=23)=[C:2]([F:1])[CH:3]=1, predict the reactants needed to synthesize it. The reactants are: [F:1][C:2]1[CH:3]=[C:4]([CH:6]=[CH:7][C:8]=1[O:9][C:10]1[CH:15]=[CH:14][N:13]=[C:12]2[CH:16]=[C:17](I)[S:18][C:11]=12)[NH2:5].CC1(C)C(C)(C)OB([C:28]2[CH2:33][CH2:32][N:31]([C:34]([O:36][C:37]([CH3:40])([CH3:39])[CH3:38])=[O:35])[CH2:30][CH:29]=2)O1.C([O-])([O-])=O.[Na+].[Na+]. (8) Given the product [C:1]([NH:9][C:10]1[N:18]=[CH:17][N:16]=[C:15]2[C:11]=1[N:12]=[CH:13][N:14]2[CH2:19][C:20]([OH:22])=[O:21])(=[O:8])[C:2]1[CH:3]=[CH:4][CH:5]=[CH:6][CH:7]=1, predict the reactants needed to synthesize it. The reactants are: [C:1]([NH:9][C:10]1[N:18]=[CH:17][N:16]=[C:15]2[C:11]=1[N:12]=[CH:13][N:14]2[CH2:19][C:20]([O:22]CC)=[O:21])(=[O:8])[C:2]1[CH:7]=[CH:6][CH:5]=[CH:4][CH:3]=1.[OH-].[Na+].Cl. (9) The reactants are: [CH2:1]([OH:5])[CH2:2][CH2:3][CH3:4].Cl[C:7]1[N:12]=[C:11]([NH:13][C:14]2[CH:19]=[C:18]([CH:20]([F:22])[F:21])[CH:17]=[CH:16][N:15]=2)[CH:10]=[C:9]([CH:23]2[CH2:28][CH2:27][N:26]([CH:29]3[CH2:32][O:31][CH2:30]3)[CH2:25][CH2:24]2)[CH:8]=1. Given the product [CH2:1]([O:5][C:7]1[N:12]=[C:11]([NH:13][C:14]2[CH:19]=[C:18]([CH:20]([F:22])[F:21])[CH:17]=[CH:16][N:15]=2)[CH:10]=[C:9]([CH:23]2[CH2:28][CH2:27][N:26]([CH:29]3[CH2:30][O:31][CH2:32]3)[CH2:25][CH2:24]2)[CH:8]=1)[CH2:2][CH2:3][CH3:4], predict the reactants needed to synthesize it.